The task is: Predict the reaction yield, written as a fraction of the theoretical maximum amount of product (1.0 means a 100% yield; for example, 0.34 means a 34% yield).. This data is from Reaction yield outcomes from USPTO patents with 853,638 reactions. (1) The reactants are I[C:2]1[C:6]2[CH:7]=[CH:8][C:9]([O:14][CH3:15])=[C:10]([N+:11]([O-:13])=[O:12])[C:5]=2[O:4][C:3]=1[C:16]1[CH:17]=[N:18][N:19]([CH3:21])[CH:20]=1.[CH3:22][O:23][C:24]1[CH:25]=[C:26]([SH:34])[CH:27]=[C:28]([O:32][CH3:33])[C:29]=1[O:30][CH3:31].C([O-])([O-])=O.[K+].[K+].C1(C2C=CC=CC=2O)C=CC=CC=1. The yield is 0.250. The catalyst is C1(C)C=CC=CC=1.[Cu]I. The product is [CH3:15][O:14][C:9]1[CH:8]=[CH:7][C:6]2[C:2]([S:34][C:26]3[CH:25]=[C:24]([O:23][CH3:22])[C:29]([O:30][CH3:31])=[C:28]([O:32][CH3:33])[CH:27]=3)=[C:3]([C:16]3[CH:17]=[N:18][N:19]([CH3:21])[CH:20]=3)[O:4][C:5]=2[C:10]=1[N+:11]([O-:13])=[O:12]. (2) The reactants are [Br:1][C:2]1[C:14](=[O:15])[N:13]([CH:16]2[CH2:20][CH2:19][CH2:18][CH2:17]2)[C:5]2[N:6]=[C:7](S(C)=O)[N:8]=[CH:9][C:4]=2[C:3]=1[CH3:21].[N:22]1([C:28]2[CH:29]=[N:30][C:31]([NH2:34])=[CH:32][CH:33]=2)[CH2:27][CH2:26][CH2:25][CH2:24][CH2:23]1. The catalyst is C1(C)C=CC=CC=1. The product is [Br:1][C:2]1[C:14](=[O:15])[N:13]([CH:16]2[CH2:20][CH2:19][CH2:18][CH2:17]2)[C:5]2[N:6]=[C:7]([NH:34][C:31]3[N:30]=[CH:29][C:28]([N:22]4[CH2:27][CH2:26][CH2:25][CH2:24][CH2:23]4)=[CH:33][CH:32]=3)[N:8]=[CH:9][C:4]=2[C:3]=1[CH3:21]. The yield is 0.273. (3) The reactants are C1C2C(COC(=O)[NH:17][C:18]3[CH:23]=[CH:22][C:21]([S:24][C:25]4[CH:30]=[CH:29][C:28]([C:31](=[O:40])[NH:32][C:33]5[CH:34]=[N:35][CH:36]=[C:37]([F:39])[CH:38]=5)=[CH:27][C:26]=4[NH:41][C:42]4[C:43]5[CH:51]=[CH:50][C:49]([CH:52]([CH3:54])[CH3:53])=[N:48][C:44]=5[N:45]=[CH:46][N:47]=4)=[CH:20][CH:19]=3)C3C(=CC=CC=3)C=2C=CC=1.O.[OH-].[Li+].Cl. The catalyst is O1CCOCC1.O.C(OCC)(=O)C. The product is [NH2:17][C:18]1[CH:23]=[CH:22][C:21]([S:24][C:25]2[CH:30]=[CH:29][C:28]([C:31]([NH:32][C:33]3[CH:34]=[N:35][CH:36]=[C:37]([F:39])[CH:38]=3)=[O:40])=[CH:27][C:26]=2[NH:41][C:42]2[C:43]3[CH:51]=[CH:50][C:49]([CH:52]([CH3:54])[CH3:53])=[N:48][C:44]=3[N:45]=[CH:46][N:47]=2)=[CH:20][CH:19]=1. The yield is 0.610. (4) The product is [NH2:36][C:37]1[N:42]=[C:41]([C:43]2[CH:48]=[C:47]([Cl:49])[CH:46]=[CH:45][C:44]=2[O:50][C:13]2[C:14]([F:16])=[CH:15][C:10]([S:7]([N:6]([CH2:5][C:4]3[CH:24]=[CH:25][C:26]([O:28][CH3:29])=[CH:27][C:3]=3[O:2][CH3:1])[C:19]3[S:23][N:22]=[CH:21][N:20]=3)(=[O:8])=[O:9])=[C:11]([F:18])[CH:12]=2)[CH:40]=[CH:39][CH:38]=1. The catalyst is CS(C)=O.C(OCC)(=O)C.O. The yield is 0.830. The reactants are [CH3:1][O:2][C:3]1[CH:27]=[C:26]([O:28][CH3:29])[CH:25]=[CH:24][C:4]=1[CH2:5][N:6]([C:19]1[S:23][N:22]=[CH:21][N:20]=1)[S:7]([C:10]1[CH:15]=[C:14]([F:16])[C:13](F)=[CH:12][C:11]=1[F:18])(=[O:9])=[O:8].C(=O)([O-])[O-].[K+].[K+].[NH2:36][C:37]1[N:42]=[C:41]([C:43]2[CH:48]=[C:47]([Cl:49])[CH:46]=[CH:45][C:44]=2[OH:50])[CH:40]=[CH:39][CH:38]=1.